This data is from Forward reaction prediction with 1.9M reactions from USPTO patents (1976-2016). The task is: Predict the product of the given reaction. (1) The product is: [O:27]1[C:23]2[CH:22]=[CH:21][C:20]([C:18](=[O:19])[CH2:17][CH2:16][C:15]([NH:14][C:4]3[CH:3]=[C:2]([C:65]4[CH:64]=[N:63][N:62]([CH3:61])[CH:66]=4)[CH:7]=[C:6]([C:8]4[CH:13]=[CH:12][CH:11]=[CH:10][CH:9]=4)[N:5]=3)=[O:29])=[CH:28][C:24]=2[CH2:25][CH2:26]1. Given the reactants Cl[C:2]1[CH:7]=[C:6]([C:8]2[CH:13]=[CH:12][CH:11]=[CH:10][CH:9]=2)[N:5]=[C:4]([NH:14][C:15](=[O:29])[CH2:16][CH2:17][C:18]([C:20]2[CH:21]=[CH:22][C:23]3[O:27][CH2:26][CH2:25][C:24]=3[CH:28]=2)=[O:19])[CH:3]=1.C1(C2C=CC=CC=2)C=CC=CC=1P(C1CCCCC1)C1CCCCC1.C(=O)([O-])[O-].[K+].[K+].[CH3:61][N:62]1[CH:66]=[C:65](B2OC(C)(C)C(C)(C)O2)[CH:64]=[N:63]1, predict the reaction product. (2) The product is: [CH3:9][NH:8][C:5]1[N:4]=[CH:3][C:2]([B:10]2[O:14][C:13]([CH3:16])([CH3:15])[C:12]([CH3:18])([CH3:17])[O:11]2)=[CH:7][N:6]=1. Given the reactants Br[C:2]1[CH:3]=[N:4][C:5]([NH:8][CH3:9])=[N:6][CH:7]=1.[B:10]1([B:10]2[O:14][C:13]([CH3:16])([CH3:15])[C:12]([CH3:18])([CH3:17])[O:11]2)[O:14][C:13]([CH3:16])([CH3:15])[C:12]([CH3:18])([CH3:17])[O:11]1.C([O-])(=O)C.[K+], predict the reaction product. (3) Given the reactants C([O:4][C@@H:5]([CH2:8][C:9]1[CH:14]=[C:13]([Cl:15])[CH:12]=[CH:11][C:10]=1[OH:16])[CH2:6][Br:7])(=O)C.BrC[C@@H](O)CC1C=C(F)C=CC=1O, predict the reaction product. The product is: [Br:7][CH2:6][C@@H:5]([OH:4])[CH2:8][C:9]1[CH:14]=[C:13]([Cl:15])[CH:12]=[CH:11][C:10]=1[OH:16].